Task: Predict the product of the given reaction.. Dataset: Forward reaction prediction with 1.9M reactions from USPTO patents (1976-2016) (1) Given the reactants [NH2:1][C:2]1[CH:9]=[C:8]([O:10][CH3:11])[C:7]([OH:12])=[CH:6][C:3]=1[C:4]#[N:5].[Cl:13][C:14]1[CH:15]=[C:16]([CH:18]=[CH:19][C:20]=1[F:21])N.CO[CH:24](OC)[N:25](C)C.[OH-].[Na+], predict the reaction product. The product is: [Cl:13][C:14]1[CH:15]=[C:16]([NH:5][C:4]2[C:3]3[C:2](=[CH:9][C:8]([O:10][CH3:11])=[C:7]([OH:12])[CH:6]=3)[N:1]=[CH:24][N:25]=2)[CH:18]=[CH:19][C:20]=1[F:21]. (2) Given the reactants [F:1][C:2]1([F:25])[O:24][C:5]2=[CH:6][C:7]3[NH:11][C:10]([NH:12][C:13]([C:15]4[NH:16][CH:17]=[C:18]([N+:20]([O-])=O)[CH:19]=4)=[O:14])=[N:9][C:8]=3[CH:23]=[C:4]2[O:3]1, predict the reaction product. The product is: [NH2:20][C:18]1[CH:19]=[C:15]([C:13]([NH:12][C:10]2[NH:9][C:8]3[CH:23]=[C:4]4[O:3][C:2]([F:25])([F:1])[O:24][C:5]4=[CH:6][C:7]=3[N:11]=2)=[O:14])[NH:16][CH:17]=1. (3) Given the reactants [CH3:1][N:2]([C:13]1[CH:18]=[CH:17][CH:16]=[CH:15][CH:14]=1)[C:3](=[N:6][C:7]1[CH:12]=[CH:11][CH:10]=[CH:9][CH:8]=1)[C:4]#[CH:5].[Cl:19][C:20]1[CH:25]=[CH:24][C:23]([SH:26])=[CH:22][CH:21]=1, predict the reaction product. The product is: [CH3:1][N:2]([C:13]1[CH:18]=[CH:17][CH:16]=[CH:15][CH:14]=1)[C:3](=[N:6][C:7]1[CH:8]=[CH:9][CH:10]=[CH:11][CH:12]=1)[CH:4]=[CH:5][S:26][C:23]1[CH:24]=[CH:25][C:20]([Cl:19])=[CH:21][CH:22]=1. (4) Given the reactants [NH2:1][C:2]1[CH:20]=[CH:19][C:5]([O:6][C:7]2[CH:12]=[N:11][CH:10]=[C:9]3[S:13][C:14]([C:16]([NH2:18])=[O:17])=[CH:15][C:8]=23)=[CH:4][CH:3]=1.[C:21]1([S:27](Cl)(=[O:29])=[O:28])[CH:26]=[CH:25][CH:24]=[CH:23][CH:22]=1.N1CCOCC1.C(Cl)Cl, predict the reaction product. The product is: [C:21]1([S:27]([NH:1][C:2]2[CH:20]=[CH:19][C:5]([O:6][C:7]3[CH:12]=[N:11][CH:10]=[C:9]4[S:13][C:14]([C:16]([NH2:18])=[O:17])=[CH:15][C:8]=34)=[CH:4][CH:3]=2)(=[O:29])=[O:28])[CH:26]=[CH:25][CH:24]=[CH:23][CH:22]=1. (5) Given the reactants Br[C:2]1[CH:3]=[C:4]([CH:8]2[N:12]([C:13]3[CH:18]=[CH:17][CH:16]=[CH:15][C:14]=3[Cl:19])[N:11]=[C:10]([C:20]([F:26])([F:25])[C:21]([F:24])([F:23])[F:22])[CH2:9]2)[CH:5]=[CH:6][CH:7]=1.[C:27]([C:30]1[CH:35]=[CH:34][CH:33]=[CH:32][C:31]=1B(O)O)(=[O:29])[CH3:28].C(=O)([O-])[O-].[Na+].[Na+], predict the reaction product. The product is: [C:27]([C:30]1[CH:35]=[CH:34][CH:33]=[CH:32][C:31]=1[C:2]1[CH:7]=[CH:6][CH:5]=[C:4]([CH:8]2[N:12]([C:13]3[CH:18]=[CH:17][CH:16]=[CH:15][C:14]=3[Cl:19])[N:11]=[C:10]([C:20]([F:25])([F:26])[C:21]([F:22])([F:23])[F:24])[CH2:9]2)[CH:3]=1)(=[O:29])[CH3:28].